This data is from Peptide-MHC class I binding affinity with 185,985 pairs from IEDB/IMGT. The task is: Regression. Given a peptide amino acid sequence and an MHC pseudo amino acid sequence, predict their binding affinity value. This is MHC class I binding data. (1) The peptide sequence is DVLRQYVLM. The MHC is HLA-A26:01 with pseudo-sequence HLA-A26:01. The binding affinity (normalized) is 0.291. (2) The peptide sequence is FPYSTFPII. The MHC is HLA-A26:01 with pseudo-sequence HLA-A26:01. The binding affinity (normalized) is 0. (3) The peptide sequence is AYQPTRWFI. The MHC is HLA-B15:17 with pseudo-sequence HLA-B15:17. The binding affinity (normalized) is 0.0847. (4) The peptide sequence is TLELNMETL. The MHC is HLA-B35:01 with pseudo-sequence HLA-B35:01. The binding affinity (normalized) is 0.0847.